Dataset: Full USPTO retrosynthesis dataset with 1.9M reactions from patents (1976-2016). Task: Predict the reactants needed to synthesize the given product. (1) The reactants are: [Cl:1][C:2]1[CH:7]=[CH:6][C:5](/[CH:8]=[CH:9]/[C:10]([C:12]2[CH:13]=[N:14][C:15]([O:18]C)=[CH:16][CH:17]=2)=[O:11])=[C:4]([F:20])[CH:3]=1.Cl. Given the product [Cl:1][C:2]1[CH:7]=[CH:6][C:5](/[CH:8]=[CH:9]/[C:10]([C:12]2[CH:17]=[CH:16][C:15](=[O:18])[NH:14][CH:13]=2)=[O:11])=[C:4]([F:20])[CH:3]=1, predict the reactants needed to synthesize it. (2) Given the product [Cl:15][C:16]1[C:21]([S:22]([CH3:25])(=[O:24])=[O:23])=[CH:20][C:19]([C:26]2[N:27]([C:47]([N:6]3[CH2:5][CH2:4][NH:3][C:2](=[O:1])[CH2:7]3)=[O:48])[C@@:28]([C:40]3[CH:45]=[CH:44][C:43]([Cl:46])=[CH:42][CH:41]=3)([CH3:39])[C@@:29]([C:32]3[CH:33]=[CH:34][C:35]([Cl:38])=[CH:36][CH:37]=3)([CH3:31])[N:30]=2)=[C:18]([O:50][CH2:51][CH3:52])[CH:17]=1, predict the reactants needed to synthesize it. The reactants are: [O:1]=[C:2]1[CH2:7][NH:6][CH2:5][CH2:4][NH:3]1.C(N(CC)CC)C.[Cl:15][C:16]1[C:21]([S:22]([CH3:25])(=[O:24])=[O:23])=[CH:20][C:19]([C:26]2[N:27]([C:47](Cl)=[O:48])[C:28]([C:40]3[CH:45]=[CH:44][C:43]([Cl:46])=[CH:42][CH:41]=3)([CH3:39])[C:29]([C:32]3[CH:37]=[CH:36][C:35]([Cl:38])=[CH:34][CH:33]=3)([CH3:31])[N:30]=2)=[C:18]([O:50][CH2:51][CH3:52])[CH:17]=1.O. (3) The reactants are: [NH2:1][CH:2]1[CH2:7][CH2:6][N:5]([CH2:8][C:9]2[CH:14]=[CH:13][CH:12]=[CH:11][CH:10]=2)[CH2:4][CH2:3]1.[Cl:15][C:16]1[N:17]=[N:18][C:19](Cl)=[CH:20][CH:21]=1.C(O)CCC.O. Given the product [CH2:8]([N:5]1[CH2:6][CH2:7][CH:2]([NH:1][C:19]2[N:18]=[N:17][C:16]([Cl:15])=[CH:21][CH:20]=2)[CH2:3][CH2:4]1)[C:9]1[CH:14]=[CH:13][CH:12]=[CH:11][CH:10]=1, predict the reactants needed to synthesize it. (4) Given the product [NH:23]1[CH2:24][CH:21]([C:18]2[CH:19]=[CH:20][C:15]([N:13]([CH3:14])[S:10]([C:7]3[S:6][C:5]4[CH:32]=[CH:33][C:2]([Cl:1])=[CH:3][C:4]=4[C:8]=3[CH3:9])(=[O:12])=[O:11])=[CH:16][CH:17]=2)[CH2:22]1, predict the reactants needed to synthesize it. The reactants are: [Cl:1][C:2]1[CH:33]=[CH:32][C:5]2[S:6][C:7]([S:10]([N:13]([C:15]3[CH:20]=[CH:19][C:18]([CH:21]4[CH2:24][N:23](C(OC(C)(C)C)=O)[CH2:22]4)=[CH:17][CH:16]=3)[CH3:14])(=[O:12])=[O:11])=[C:8]([CH3:9])[C:4]=2[CH:3]=1.